Dataset: NCI-60 drug combinations with 297,098 pairs across 59 cell lines. Task: Regression. Given two drug SMILES strings and cell line genomic features, predict the synergy score measuring deviation from expected non-interaction effect. (1) Drug 1: C1CC(C1)(C(=O)O)C(=O)O.[NH2-].[NH2-].[Pt+2]. Drug 2: C1CC(C1)(C2=CC=C(C=C2)C3=C(C=C4C(=N3)C=CN5C4=NNC5=O)C6=CC=CC=C6)N. Cell line: UACC62. Synergy scores: CSS=32.8, Synergy_ZIP=1.04, Synergy_Bliss=3.99, Synergy_Loewe=4.10, Synergy_HSA=6.87. (2) Drug 1: COC1=C(C=C2C(=C1)N=CN=C2NC3=CC(=C(C=C3)F)Cl)OCCCN4CCOCC4. Drug 2: CN1C2=C(C=C(C=C2)N(CCCl)CCCl)N=C1CCCC(=O)O.Cl. Cell line: UO-31. Synergy scores: CSS=30.8, Synergy_ZIP=-2.71, Synergy_Bliss=-1.79, Synergy_Loewe=-4.60, Synergy_HSA=2.04.